This data is from Peptide-MHC class II binding affinity with 134,281 pairs from IEDB. The task is: Regression. Given a peptide amino acid sequence and an MHC pseudo amino acid sequence, predict their binding affinity value. This is MHC class II binding data. (1) The peptide sequence is RGIVKENIIDLTKIDR. The MHC is HLA-DPA10301-DPB10402 with pseudo-sequence HLA-DPA10301-DPB10402. The binding affinity (normalized) is 0.619. (2) The peptide sequence is EAIIRILQQLLFIHF. The MHC is DRB3_0101 with pseudo-sequence DRB3_0101. The binding affinity (normalized) is 0.216.